Dataset: Forward reaction prediction with 1.9M reactions from USPTO patents (1976-2016). Task: Predict the product of the given reaction. (1) The product is: [Cl:1][C:2]1[CH:7]=[CH:6][C:5]2[N:8]([CH2:10][CH2:11][C:12]3[CH:13]=[N:14][C:15]([CH3:18])=[CH:16][CH:17]=3)[C:23]3[CH2:22][CH:21]([CH3:27])[N:20]([CH3:19])[CH2:25][C:24]=3[C:4]=2[CH:3]=1. Given the reactants [Cl:1][C:2]1[CH:7]=[CH:6][C:5]([N:8]([CH2:10][CH2:11][C:12]2[CH:13]=[N:14][C:15]([CH3:18])=[CH:16][CH:17]=2)N)=[CH:4][CH:3]=1.[CH3:19][N:20]1[CH2:25][CH2:24][C:23](=O)[CH2:22][CH:21]1[CH3:27].S(=O)(=O)(O)O.C([O-])(O)=O.[Na+], predict the reaction product. (2) Given the reactants [F:1][C:2]1[CH:7]=[C:6]([O:8][CH3:9])[CH:5]=[C:4]([F:10])[C:3]=1[N:11]1[C:15]([N:16]2[CH2:21][CH2:20][CH:19]([CH3:22])[CH2:18][CH2:17]2)=[C:14]([CH3:23])[N:13]=[C:12]1SC, predict the reaction product. The product is: [F:10][C:4]1[CH:5]=[C:6]([O:8][CH3:9])[CH:7]=[C:2]([F:1])[C:3]=1[N:11]1[C:15]([N:16]2[CH2:21][CH2:20][CH:19]([CH3:22])[CH2:18][CH2:17]2)=[C:14]([CH3:23])[N:13]=[CH:12]1. (3) Given the reactants Cl[C:2]1[CH:7]=[C:6]([O:8][CH3:9])[N:5]=[C:4]([N:10]2[CH2:14][CH2:13][CH2:12][C@H:11]2[C:15]2[O:19][N:18]=[C:17]([C:20]3[N:25]=[CH:24][CH:23]=[CH:22][N:21]=3)[CH:16]=2)[N:3]=1.[NH2:26][C:27]1[N:31](C(OC(C)(C)C)=O)[N:30]=[C:29]([CH3:39])[CH:28]=1.C(=O)([O-])[O-].[Cs+].[Cs+], predict the reaction product. The product is: [CH3:9][O:8][C:6]1[N:5]=[C:4]([N:10]2[CH2:14][CH2:13][CH2:12][C@H:11]2[C:15]2[O:19][N:18]=[C:17]([C:20]3[N:25]=[CH:24][CH:23]=[CH:22][N:21]=3)[CH:16]=2)[N:3]=[C:2]([NH:26][C:27]2[CH:28]=[C:29]([CH3:39])[NH:30][N:31]=2)[CH:7]=1. (4) Given the reactants [Br:1][C:2]1[CH:8]=[C:7]([CH:9]([CH3:11])[CH3:10])[CH:6]=[CH:5][C:3]=1[NH2:4].[N:12]#[C:13][NH2:14].[ClH:15], predict the reaction product. The product is: [ClH:15].[Br:1][C:2]1[CH:8]=[C:7]([CH:9]([CH3:11])[CH3:10])[CH:6]=[CH:5][C:3]=1[NH:4][C:13]([NH2:14])=[NH:12]. (5) Given the reactants [C:1]([O:5][C:6]([N:8]1[CH2:13][CH2:12][CH:11]([CH2:14][CH2:15][CH2:16][C:17]([OH:19])=O)[CH2:10][CH2:9]1)=[O:7])([CH3:4])([CH3:3])[CH3:2].CCN=C=NCCCN(C)C.C1C=CC2N(O)N=NC=2C=1.CCN(C(C)C)C(C)C.[F:50][C:51]1[CH:52]=[C:53]([CH:55]=[CH:56][C:57]=1[S:58][CH3:59])[NH2:54], predict the reaction product. The product is: [C:1]([O:5][C:6]([N:8]1[CH2:9][CH2:10][CH:11]([CH2:14][CH2:15][CH2:16][C:17](=[O:19])[NH:54][C:53]2[CH:55]=[CH:56][C:57]([S:58][CH3:59])=[C:51]([F:50])[CH:52]=2)[CH2:12][CH2:13]1)=[O:7])([CH3:2])([CH3:3])[CH3:4]. (6) Given the reactants [CH3:1][O:2][C@@H:3]1[CH2:8][NH:7][C@H:6]([C:9]([N:11]2[CH2:16][CH2:15][N:14]([C:17]3[CH:22]=[CH:21][CH:20]=[CH:19][CH:18]=3)[CH2:13][CH2:12]2)=[O:10])[C@@H:5]([C:23]([O:25][CH3:26])=[O:24])[CH2:4]1.C(Cl)Cl.Cl[C:31]([O:33][CH3:34])=[O:32], predict the reaction product. The product is: [CH3:1][O:2][C@@H:3]1[CH2:8][N:7]([C:31]([O:33][CH3:34])=[O:32])[C@H:6]([C:9]([N:11]2[CH2:16][CH2:15][N:14]([C:17]3[CH:18]=[CH:19][CH:20]=[CH:21][CH:22]=3)[CH2:13][CH2:12]2)=[O:10])[C@@H:5]([C:23]([O:25][CH3:26])=[O:24])[CH2:4]1. (7) Given the reactants [CH3:1][NH:2][C:3](=[O:35])[C@@H:4]([NH:12][C:13](=[O:34])[C@@H:14]([NH:26]C(=O)OC(C)(C)C)[CH2:15][CH2:16][CH2:17][CH2:18][NH:19][C:20](=[O:25])[C:21]([F:24])([F:23])[F:22])[CH2:5][C:6]1[CH:11]=[CH:10][CH:9]=[CH:8][CH:7]=1.[ClH:36], predict the reaction product. The product is: [ClH:36].[NH2:26][C@@H:14]([CH2:15][CH2:16][CH2:17][CH2:18][NH:19][C:20](=[O:25])[C:21]([F:23])([F:24])[F:22])[C:13]([NH:12][C@@H:4]([CH2:5][C:6]1[CH:7]=[CH:8][CH:9]=[CH:10][CH:11]=1)[C:3]([NH:2][CH3:1])=[O:35])=[O:34].